The task is: Token-level Classification. Given an antigen amino acid sequence, predict which amino acid positions are active epitope sites capable of antibody binding. Output is a list of indices for active positions.. This data is from B-cell epitopes from IEDB database with 3,159 antigens for binding position prediction. (1) Given the antigen sequence: MGKEIKVKCFLRRSAFGLVAVSASVLVGSTVSAVDSPIEQPRIIPNGGTLTNLLGNAPEKLALRNEERAIDELKKQAIEDKEATTAIEAASSDALEALADQTDALQSEEAAVVKADNAASDALEALADQTDALQSEEAEVVQSDNAASDAWEKAATPIALDVKKTKDTKPVVKKKKDKTLIPFLQLVKSLTHSLQLLRLQ, which amino acid positions are active epitope sites? The epitope positions are: [95, 96, 97, 98, 99, 100, 101, 102, 103, 104, 105, 106, 107, 108, 109]. The amino acids at these positions are: EALADQTDALQSEEA. (2) Given the antigen sequence: MAVPAFSDIAKSANDLLNKDFYHLAAGTIEVKSNTPNNVAFKVTGKSTHDKVTSGALEGKFTDKPNGLTVTQTWNTANALETKVEMADNLAKGLKAEGIFSFLPATNARGAKFNLHFKQSNFHGRAFFDLLKGPTANIDAIVGHEGFLAGASAGYDVQKAAITGYSAAVGYHAPTYSAAITATDNLSVFSASYYHKVNSQVEAGSKATWNSKTGNTVGLEVATKYRIDPVSFVKGKINDRGVAAIAYNVLLREGVTLGVGASFDTQKLDQATHKVGTSFTFES, which amino acid positions are active epitope sites? The epitope positions are: [271, 272, 273, 274, 275, 276, 277, 278, 279, 280, 281, 282]. The amino acids at these positions are: THKVGTSFTFES. (3) Given the antigen sequence: MALSKVKLNDTLNKDQLLSSSKYTIQRSTGDNIDTPNYDVQKHLNKLCGMLLITEDANHKFTGLIGMLYAMSRLGREDTIKILKDAGYHVKANGVDITTYRQDINGKEMKFEVLTLSSLTSEIQVNIEIESRKSYKKMLKEMGEVAPEYRHDSPDCGMIILCIAALVITKLAAGDRSGLTAVIRRANNVLKNEIKRYKGLIPKDIANSFYEVFEKHPHLIDVFVHFGIAQSSTRGGSRVEGIFAGLFMNAYGSGQVMLRWGVLAKSVKNIMLGHASVQAEMEQVVEVYEYAQKLGGEAGFYHILNNPKASLLSLTQFPNFSSVVLGNAAGLGIMGEYRGTPRNQDLYDAAKAYAEQLKENGVINYSVLDLTAEELEAIKHQLNPQEDDVEL, which amino acid positions are active epitope sites? The epitope positions are: [345, 346, 347, 348, 349, 350, 351, 352, 353, 354, 355, 356, 357, 358, 359, 360, 361, 362, 363, 364]. The amino acids at these positions are: LYDAAKAYAEQLKENGVINY. (4) Given the antigen sequence: TTTAGESADPVTTTVENYGGETQSARRLHTDVAFVLDRFVKLTPKNTQILDLMQIPSHTLVGALLRSATYYFSDLEVALVHTGSVTWVPNGAPKDALDNHTNPTAYQKQPITRLALPYTAPHRVLATVYNGKTTYGTQPTRRGDLAVLAQRVSNRLPTSFNYGAVKADTITELLIRMKRAETYCPRPLLALDTTHDRRKQEIIAPEKQVL, which amino acid positions are active epitope sites? The epitope positions are: [142, 143, 144, 145, 146, 147, 148, 149, 150]. The amino acids at these positions are: GDLAVLAQR. (5) Given the antigen sequence: MMAASKVYRVCEQTLLAGAVRMMDKFLQKKTVFVPQLDKQVRLTGLHNYDNTCWLNALTQLTQILGIRLFDEHFGNRGLFTRKTIDWVSDQTGIKDLKSGAPPLVVVYKLWQHGHLDVGTMEKPRSITLWSGPKVCLSDFWACVSAKPGHAVFYLLTSEGWICVDDKKIYPETPKTEDVLVFAPYDFESLGKDPPKLHQRYEKAFERLSGAGTSTPTTGNQNMSGNSGSIVQNFYMQQYQNSIDADLGDNVISPEGQGSNTSSSTSSSQSSGLGGWFSSLLNLGTKLLADKKTEETTNIEDRIETTVVGVTIINSQGSVGTTYCYSRPDSKAPSTVSDPVTRLGPTLSRHYTFKVGEWPHSQSHGHAWICPLPGDKLKKMGSFHEVVKSHHLVKNGWDVVVQVNASFAHSGALCVAAVPEYKHTHEKALKWSELEEPAYTYQQLSVFPHQLLNLRTNSSVHLVMPYIGPGPTTNLTLHNPWTIVILILSELTGPGQTVPV..., which amino acid positions are active epitope sites? The epitope positions are: [916, 917, 918, 919, 920, 921, 922, 923, 924, 925, 926, 927, 928, 929, 930, 931, 932]. The amino acids at these positions are: NGWGAPTKEESTYNWLP. (6) Given the antigen sequence: MLFVFILLLPSCLGYIGDFRCIQTVNYNGNNASAPSISTEAVDVSKGLGTYYVLDRVYLNATLLLTGYYPVDGSNYRNLALTGTNTLSLTWFKPPFLSEFNDGIFAKVQNLKTNTPTGATSYFPTIVIGSLFGNTSYTVVLEPYNNIIMASVCTYTICQLPYTPCKPNTNGNRVIGFWHTDVKPPICLLKRNFTFNVNAPWLYFHFYQQGGTFYAYYADKPSATTFLFSVYIGDILTQYFVLPFICTPTAGSTLLPLYWVTPLLKRQYLFNFNEKGVITSAVDCASSYISEIKCKTQSLLPSTGVYDLSGYTVQPVGVVYRRVPNLPDCKIEEWLTAKSVPSPLNWERRTFQNCNFNLSSLLRYVQAESLSCNNIDASKVYGMCFGSVSVDKFAIPRSRQIDLQIGNSGFLQTANYKIDTAATSCQLYYSLPKNNVTINNYNPSSWNRRYGFNDAGVFGKSKHDVAYAQQCFTVRPSYCPCAQPDIVSACTSQTKPMSAY..., which amino acid positions are active epitope sites? The epitope positions are: [32, 33, 34, 35, 36, 37, 38, 39]. The amino acids at these positions are: SAPSISTE. (7) Given the antigen sequence: MTDSPGGVAPASPVEDASDASLGQPEEGAPCQVVLQGAELNGILQAFAPLRTSLLDSLLVMGDRGILIHNTIFGEQVFLPLEHSQFSRYRWRGPTAAFLSLVDQKRSLLSVFRANQYPDLRRVELAITGQAPFRTLVQRIWTTTSDGEAVELASETLMKRELTSFVVLVPQGTPDVQLRLTRPQLTKVLNATGADSATPTTFELGVNGKFSVFTTSTCVTFAAREEGVSSSTSTQVQILSNALTKAGQAAANAKTVYGENTHRTFSVVVDDCSMRAVLRRLQVGGGTLKFFLTTPVPSLCVTATGPNAVSAVFLLKPQKICLDWLGHSQGSPSAGSSASRASGSEPTDSQDSASDAVSHGDPEDLDGAARAGEAGALHACPMPSSTTRVTPTTKRGRSGGEDARADTALKKPKTGSPTAPPPADPVPLDTEDDSDAADGTAARPAAPDARSGSRYACYFRDLPTGEASPGAFSAFRGGPQTPYGFGFP, which amino acid positions are active epitope sites? The epitope positions are: [363, 364, 365, 366, 367, 368]. The amino acids at these positions are: DLDGAA. (8) Given the antigen sequence: MSNHTHHLKFKTLKRAWKASKYFIVGLSCLYKFNLKSLVQTALTTLAMITLTSLVITAIIYISVGNAKAKPTSKPTIQQTQQPQNHTSPFFTEHNYKSTHTSIQSTTLSQLPNTDTTRGTTYGHSIDETQNRKIKSQSTLPATRKPPINPSGSNPPENHQDHNNSQTLPYVPCSTCEGNLACLSLCQIGPERAPSRAPTITPKKTPKPKITKKPTTTTIHHRTSLKAKLQPKNNTAAPQQGILSSPEHHTNQSTTQI, which amino acid positions are active epitope sites? The epitope positions are: [170, 171, 172, 173, 174, 175, 176, 177, 178, 179, 180, 181, 182, 183, 184, 185, 186]. The amino acids at these positions are: VPCSTCEGNLACLSLCQ. (9) Given the antigen sequence: MESFEGQGDSRQSPDNERGDNVQTTGEHDQDPGPGPPSSGASERLVPEESYSRDQQPWGQSRGDENRGWMQRIRRRRRRRAALSGHLLDTEDNVPPWLPPHDITPYTARNIRDAACRAVKQSHLQALSNLILDSGLDTQHILCFVMAARQRLQDIRRGPLVAEGGVGWRHWLLTSPSQSWPMGYRTATLRTLTPVPNRVGADSIMLTATFGCQNAARTLNTFSATVWTPPHAGPREQERYAREAEVRFLRGKWQRRYRRIYDLIELCGSLHHIWQNLLQTEENLLDFVRFMGVMSSCNNPAVNYWFHKTIGNFKPYYPWNAPPNENPYHARRGIKEHVIQNAFRKAQIQGLSMLATGGEPRGDATSETSSDEDTGRQGSDVELESSDDELPYIDPNMEPVQQRPVMFVSRVPAKKPRKLPWPTPKTHPVKRTNVKTSDRSDKAEAQSTPERPGPSEQSSVTVEPAHPTPVEMPMVILHQPPPVPKPVPVKPTPPPSRRRR..., which amino acid positions are active epitope sites? The epitope positions are: [600, 601, 602, 603, 604, 605, 606, 607, 608, 609, 610, 611, 612, 613, 614, 615, 616, 617, 618, 619]. The amino acids at these positions are: PLSAGPPAAGPHIVTPPSAR.